This data is from Peptide-MHC class I binding affinity with 185,985 pairs from IEDB/IMGT. The task is: Regression. Given a peptide amino acid sequence and an MHC pseudo amino acid sequence, predict their binding affinity value. This is MHC class I binding data. (1) The peptide sequence is DEEAINLFH. The MHC is HLA-B51:01 with pseudo-sequence HLA-B51:01. The binding affinity (normalized) is 0.0847. (2) The peptide sequence is KMDIGVPLL. The MHC is HLA-A02:17 with pseudo-sequence HLA-A02:17. The binding affinity (normalized) is 0.340. (3) The peptide sequence is SPAIFQSSM. The MHC is HLA-A68:01 with pseudo-sequence HLA-A68:01. The binding affinity (normalized) is 0. (4) The peptide sequence is QLMCQPILL. The MHC is HLA-A68:02 with pseudo-sequence HLA-A68:02. The binding affinity (normalized) is 0.543.